This data is from Forward reaction prediction with 1.9M reactions from USPTO patents (1976-2016). The task is: Predict the product of the given reaction. (1) Given the reactants [CH3:1][O:2][C:3](=[O:20])[C:4]1[CH:9]=[CH:8][C:7]([C:10](=[CH:17][O:18]C)[CH2:11][CH2:12][CH2:13][CH2:14][CH2:15][CH3:16])=[CH:6][CH:5]=1.Cl, predict the reaction product. The product is: [CH3:1][O:2][C:3](=[O:20])[C:4]1[CH:9]=[CH:8][C:7]([CH:10]([CH:17]=[O:18])[CH2:11][CH2:12][CH2:13][CH2:14][CH2:15][CH3:16])=[CH:6][CH:5]=1. (2) Given the reactants [Na+].[F:2][C:3]1[CH:4]=[CH:5][C:6]([C:9]2[N:13]([C:14]3[CH:15]=[N:16][C:17]([O:20][CH3:21])=[CH:18][CH:19]=3)[N:12]=[C:11]([C:22]([O-:24])=O)[N:10]=2)=[N:7][CH:8]=1.Cl.C(N=C=NCCCN(C)C)C.ON1C2C=CC=CC=2N=N1.[C:47]([NH2:51])([CH3:50])([CH3:49])[CH3:48], predict the reaction product. The product is: [C:47]([NH:51][C:22]([C:11]1[N:10]=[C:9]([C:6]2[CH:5]=[CH:4][C:3]([F:2])=[CH:8][N:7]=2)[N:13]([C:14]2[CH:15]=[N:16][C:17]([O:20][CH3:21])=[CH:18][CH:19]=2)[N:12]=1)=[O:24])([CH3:50])([CH3:49])[CH3:48]. (3) Given the reactants [CH2:1]([O:8][C:9]1[CH:14]=[C:13]([O:15][CH2:16][C:17]2[CH:22]=[CH:21][CH:20]=[CH:19][CH:18]=2)[C:12]([CH:23]([CH3:25])[CH3:24])=[CH:11][C:10]=1[C:26]1[O:30][N:29]=[C:28]([C:31]([NH:33][CH2:34][CH3:35])=[O:32])[C:27]=1I)[C:2]1[CH:7]=[CH:6][CH:5]=[CH:4][CH:3]=1.C([Sn](CCCC)(CCCC)[C:42]1[CH:43]=[N:44][N:45]([CH2:47][CH3:48])[CH:46]=1)CCC, predict the reaction product. The product is: [CH2:1]([O:8][C:9]1[CH:14]=[C:13]([O:15][CH2:16][C:17]2[CH:22]=[CH:21][CH:20]=[CH:19][CH:18]=2)[C:12]([CH:23]([CH3:25])[CH3:24])=[CH:11][C:10]=1[C:26]1[O:30][N:29]=[C:28]([C:31]([NH:33][CH2:34][CH3:35])=[O:32])[C:27]=1[C:42]1[CH:43]=[N:44][N:45]([CH2:47][CH3:48])[CH:46]=1)[C:2]1[CH:7]=[CH:6][CH:5]=[CH:4][CH:3]=1. (4) Given the reactants [F:1][C:2]1[CH:3]=[C:4]([C:8]2[N:13]=[CH:12][C:11]([C:14](Cl)=[O:15])=[CH:10][N:9]=2)[CH:5]=[CH:6][CH:7]=1.[CH3:17][S:18]([C:21]1[CH:22]=[C:23]2[C:27](=[CH:28][CH:29]=1)[N:26]([NH2:30])[CH:25]=[CH:24]2)(=[O:20])=[O:19].C([O-])([O-])=O.[K+].[K+], predict the reaction product. The product is: [CH3:17][S:18]([C:21]1[CH:22]=[C:23]2[C:27](=[CH:28][CH:29]=1)[N:26]([NH:30][C:14]([C:11]1[CH:10]=[N:9][C:8]([C:4]3[CH:5]=[CH:6][CH:7]=[C:2]([F:1])[CH:3]=3)=[N:13][CH:12]=1)=[O:15])[CH:25]=[CH:24]2)(=[O:20])=[O:19]. (5) The product is: [C:1]([O:5][C:6](=[O:34])[NH:7][C@@H:8]1[C:14](=[O:15])[N:13]([CH2:16][C:57]2[C:65]3[C:60](=[CH:61][CH:62]=[CH:63][CH:64]=3)[N:59]([C:66]3[CH:73]=[CH:72][CH:71]=[CH:70][C:67]=3[C:68]#[N:69])[N:58]=2)[C:12]2[CH:30]=[CH:31][CH:32]=[CH:33][C:11]=2[NH:10][CH2:9]1)([CH3:2])([CH3:3])[CH3:4]. Given the reactants [C:1]([O:5][C:6](=[O:34])[NH:7][C@@H:8]1[C:14](=[O:15])[N:13]([CH2:16]C2C3C(=C(Br)C=CC=3)C=CC=2OC)[C:12]2[CH:30]=[CH:31][CH:32]=[CH:33][C:11]=2[NH:10][CH2:9]1)([CH3:4])([CH3:3])[CH3:2].C(OC(=O)N[C@@H]1C(=O)NC2C=CC=CC=2NC1)(C)(C)C.BrC[C:57]1[C:65]2[C:60](=[CH:61][CH:62]=[CH:63][CH:64]=2)[N:59]([C:66]2[CH:73]=[CH:72][CH:71]=[CH:70][C:67]=2[C:68]#[N:69])[N:58]=1, predict the reaction product. (6) Given the reactants Cl.Cl.[NH:3]1[CH2:7][CH2:6][CH:5]([NH:8][C:9]([C:11]2[CH:31]=[CH:30][C:14]3[N:15]([CH3:29])[C:16]([NH:18][C:19]4[S:20][C:21]5[CH:27]=[C:26]([Cl:28])[CH:25]=[CH:24][C:22]=5[N:23]=4)=[N:17][C:13]=3[CH:12]=2)=[O:10])[CH2:4]1.[C:32]([O:36][C:37](=[O:42])[NH:38][CH2:39][CH:40]=O)([CH3:35])([CH3:34])[CH3:33].[BH-](OC(C)=O)(OC(C)=O)OC(C)=O.[Na+], predict the reaction product. The product is: [C:32]([O:36][C:37](=[O:42])[NH:38][CH2:39][CH2:40][N:3]1[CH2:7][CH2:6][CH:5]([NH:8][C:9]([C:11]2[CH:31]=[CH:30][C:14]3[N:15]([CH3:29])[C:16]([NH:18][C:19]4[S:20][C:21]5[CH:27]=[C:26]([Cl:28])[CH:25]=[CH:24][C:22]=5[N:23]=4)=[N:17][C:13]=3[CH:12]=2)=[O:10])[CH2:4]1)([CH3:35])([CH3:34])[CH3:33].